Dataset: Forward reaction prediction with 1.9M reactions from USPTO patents (1976-2016). Task: Predict the product of the given reaction. (1) Given the reactants [CH:1]1([N:6]2[C:10]([C:11]3[C:16]([CH2:17]O)=[CH:15][CH:14]=[CH:13][N:12]=3)=[CH:9][CH:8]=[N:7]2)[CH2:5][CH2:4][CH2:3][CH2:2]1.O=S(Cl)[Cl:21], predict the reaction product. The product is: [ClH:21].[Cl:21][CH2:17][C:16]1[C:11]([C:10]2[N:6]([CH:1]3[CH2:5][CH2:4][CH2:3][CH2:2]3)[N:7]=[CH:8][CH:9]=2)=[N:12][CH:13]=[CH:14][CH:15]=1. (2) Given the reactants P(Br)(Br)[Br:2].[CH2:5]([O:7][C:8](=[O:13])[C:9]([CH2:11]O)=[CH2:10])[CH3:6].O, predict the reaction product. The product is: [CH2:5]([O:7][C:8](=[O:13])[C:9]([CH2:11][Br:2])=[CH2:10])[CH3:6]. (3) Given the reactants Cl.[CH:2]1[C:11]2[C:6](=[CH:7][CH:8]=[CH:9][CH:10]=2)[CH:5]=[CH:4][C:3]=1[CH2:12][N:13]1[C:21]2[C:20](=[O:22])[NH:19][C:18]([NH2:23])=[N:17][C:16]=2[N:15]=[CH:14]1.[CH:24]1[C:33]2[C:28](=[CH:29][CH:30]=[CH:31][CH:32]=2)[CH:27]=[CH:26][C:25]=1[CH2:34][Br:35], predict the reaction product. The product is: [Br-:35].[NH2:23][C:18]1[NH:19][C:20](=[O:22])[C:21]2[N+:13]([CH2:12][C:3]3[CH:4]=[CH:5][C:6]4[C:11](=[CH:10][CH:9]=[CH:8][CH:7]=4)[CH:2]=3)=[CH:14][N:15]([CH2:34][C:25]3[CH:26]=[CH:27][C:28]4[C:33](=[CH:32][CH:31]=[CH:30][CH:29]=4)[CH:24]=3)[C:16]=2[N:17]=1. (4) The product is: [CH3:1][O:2][C:3]1[CH:4]=[C:5]([C:9]2[C:10]3[N:11]([N:15]=[C:16]([NH:18][C:19]4[CH:24]=[CH:23][C:22]([CH:25]5[CH2:30][CH2:29][N:28]([CH2:32][C:33]([N:35]([CH3:37])[CH3:36])=[O:34])[CH2:27][CH2:26]5)=[CH:21][CH:20]=4)[N:17]=3)[CH:12]=[CH:13][CH:14]=2)[CH:6]=[CH:7][CH:8]=1. Given the reactants [CH3:1][O:2][C:3]1[CH:4]=[C:5]([C:9]2[C:10]3[N:11]([N:15]=[C:16]([NH:18][C:19]4[CH:24]=[CH:23][C:22]([CH:25]5[CH2:30][CH2:29][NH:28][CH2:27][CH2:26]5)=[CH:21][CH:20]=4)[N:17]=3)[CH:12]=[CH:13][CH:14]=2)[CH:6]=[CH:7][CH:8]=1.Cl[CH2:32][C:33]([N:35]([CH3:37])[CH3:36])=[O:34], predict the reaction product. (5) Given the reactants [C:1]([NH:5][C:6]([C:8]1[CH:12]=[C:11]([C:13]2[CH:18]=[CH:17][C:16]([C:19]#[N:20])=[CH:15][N:14]=2)[N:10]([C:21]2[CH:26]=[CH:25][CH:24]=[CH:23][CH:22]=2)[N:9]=1)=[O:7])([CH3:4])([CH3:3])[CH3:2].N, predict the reaction product. The product is: [C:1]([NH:5][C:6]([C:8]1[CH:12]=[C:11]([C:13]2[CH:18]=[CH:17][C:16]([CH2:19][NH2:20])=[CH:15][N:14]=2)[N:10]([C:21]2[CH:26]=[CH:25][CH:24]=[CH:23][CH:22]=2)[N:9]=1)=[O:7])([CH3:4])([CH3:2])[CH3:3]. (6) Given the reactants C([O:3][C:4]([C:6]1[CH2:10][C:9]2([CH2:15][CH2:14][CH:13]([C:16]([CH3:19])([CH3:18])[CH3:17])[CH2:12][CH2:11]2)[O:8][N:7]=1)=[O:5])C.O.[OH-].[Li+], predict the reaction product. The product is: [C:16]([CH:13]1[CH2:14][CH2:15][C:9]2([O:8][N:7]=[C:6]([C:4]([OH:5])=[O:3])[CH2:10]2)[CH2:11][CH2:12]1)([CH3:19])([CH3:17])[CH3:18].